From a dataset of Peptide-MHC class I binding affinity with 185,985 pairs from IEDB/IMGT. Regression. Given a peptide amino acid sequence and an MHC pseudo amino acid sequence, predict their binding affinity value. This is MHC class I binding data. The peptide sequence is EVATRFNTM. The MHC is HLA-B08:01 with pseudo-sequence HLA-B08:01. The binding affinity (normalized) is 0.390.